Predict the reactants needed to synthesize the given product. From a dataset of Full USPTO retrosynthesis dataset with 1.9M reactions from patents (1976-2016). (1) The reactants are: [CH2:1]([O:3][C:4]([C:6]1[N:7]([C:26]2[CH:31]=[CH:30][C:29]([O:32][CH:33]([CH3:35])[CH3:34])=[CH:28][CH:27]=2)[C:8]2[C:13]([CH:14]=1)=[C:12]([NH2:15])[C:11]([C:16]1[CH:21]=[CH:20][C:19]([O:22][CH:23]([CH3:25])[CH3:24])=[CH:18][CH:17]=1)=[CH:10][CH:9]=2)=[O:5])[CH3:2].[C:36](Cl)(=[O:38])[CH3:37].CCN(CC)CC.Cl. Given the product [CH2:1]([O:3][C:4]([C:6]1[N:7]([C:26]2[CH:31]=[CH:30][C:29]([O:32][CH:33]([CH3:34])[CH3:35])=[CH:28][CH:27]=2)[C:8]2[C:13]([CH:14]=1)=[C:12]([NH:15][C:36](=[O:38])[CH3:37])[C:11]([C:16]1[CH:17]=[CH:18][C:19]([O:22][CH:23]([CH3:25])[CH3:24])=[CH:20][CH:21]=1)=[CH:10][CH:9]=2)=[O:5])[CH3:2], predict the reactants needed to synthesize it. (2) Given the product [Br:3][C:4]1[C:23]([N:21]([CH3:22])[CH3:20])=[CH:8][C:7]([C:11]2[CH:12]=[CH:13][C:14]([Cl:17])=[CH:15][CH:16]=2)=[CH:6][N:5]=1, predict the reactants needed to synthesize it. The reactants are: [H-].[Na+].[Br:3][C:4]1C(N)=[CH:8][C:7]([C:11]2[CH:16]=[CH:15][C:14]([Cl:17])=[CH:13][CH:12]=2)=[CH:6][N:5]=1.CI.[CH3:20][N:21]([CH:23]=O)[CH3:22].